From a dataset of Reaction yield outcomes from USPTO patents with 853,638 reactions. Predict the reaction yield, written as a fraction of the theoretical maximum amount of product (1.0 means a 100% yield; for example, 0.34 means a 34% yield). The reactants are C([N:4]1[CH:8]=[CH:7][N:6]=[C:5]1[C:9]1[S:13][C:12]([C:14]2[C:15]3[N:22]=[C:21]([NH2:23])[S:20][C:16]=3[N:17]=[CH:18][N:19]=2)=[CH:11][C:10]=1[C:24]1[CH:29]=[CH:28][C:27]([Cl:30])=[CH:26][C:25]=1[Cl:31])C=C.C(O)(=O)C.C1([SiH3])C=CC=CC=1.C([O-])(O)=O.[Na+]. The catalyst is C1C=CC([P]([Pd]([P](C2C=CC=CC=2)(C2C=CC=CC=2)C2C=CC=CC=2)([P](C2C=CC=CC=2)(C2C=CC=CC=2)C2C=CC=CC=2)[P](C2C=CC=CC=2)(C2C=CC=CC=2)C2C=CC=CC=2)(C2C=CC=CC=2)C2C=CC=CC=2)=CC=1.C(Cl)Cl. The product is [Cl:31][C:25]1[CH:26]=[C:27]([Cl:30])[CH:28]=[CH:29][C:24]=1[C:10]1[CH:11]=[C:12]([C:14]2[C:15]3[N:22]=[C:21]([NH2:23])[S:20][C:16]=3[N:17]=[CH:18][N:19]=2)[S:13][C:9]=1[C:5]1[NH:6][CH:7]=[CH:8][N:4]=1. The yield is 0.590.